From a dataset of Reaction yield outcomes from USPTO patents with 853,638 reactions. Predict the reaction yield, written as a fraction of the theoretical maximum amount of product (1.0 means a 100% yield; for example, 0.34 means a 34% yield). (1) The reactants are [C:1]([C:3]([C:15]#[N:16])=[CH:4][C:5]1[CH:6]=[CH:7][C:8]([OH:14])=[C:9]([CH:13]=1)[C:10]([OH:12])=O)#[N:2].[F:17][C:18]([F:31])([F:30])[C:19]1[CH:20]=[C:21]([CH:23]=[C:24]([C:26]([F:29])([F:28])[F:27])[CH:25]=1)[NH2:22]. No catalyst specified. The product is [F:17][C:18]([F:30])([F:31])[C:19]1[CH:20]=[C:21]([NH:22][C:10](=[O:12])[C:9]2[CH:13]=[C:5]([CH:4]=[C:3]([C:1]#[N:2])[C:15]#[N:16])[CH:6]=[CH:7][C:8]=2[OH:14])[CH:23]=[C:24]([C:26]([F:27])([F:29])[F:28])[CH:25]=1. The yield is 0.0910. (2) The reactants are [C:1]([OH:6])(=[O:5])[CH:2]([CH3:4])[CH3:3].O.[C:8](=[O:15])([S:12][CH2:13][CH3:14])[O:9][CH2:10]I. The catalyst is ClCCl. The product is [CH2:13]([S:12][C:8]([O:9][CH2:10][O:5][C:1](=[O:6])[CH:2]([CH3:4])[CH3:3])=[O:15])[CH3:14]. The yield is 1.00. (3) The reactants are [CH2:1]([O:3][C:4]([C@H:6]1[CH2:10][C:9](=[CH2:11])[CH2:8][C@@H:7]1[C:12]([OH:14])=O)=[O:5])[CH3:2].[NH2:15][C:16]1[CH:21]=[CH:20][C:19]([Cl:22])=[CH:18][N:17]=1. No catalyst specified. The product is [CH2:1]([O:3][C:4]([C@H:6]1[CH2:10][C:9](=[CH2:11])[CH2:8][C@@H:7]1[C:12](=[O:14])[NH:15][C:16]1[CH:21]=[CH:20][C:19]([Cl:22])=[CH:18][N:17]=1)=[O:5])[CH3:2]. The yield is 0.480.